Dataset: Catalyst prediction with 721,799 reactions and 888 catalyst types from USPTO. Task: Predict which catalyst facilitates the given reaction. (1) Reactant: [N+:1]([C:4]1[CH:9]=[CH:8][C:7]([CH2:10][CH2:11][CH:12]=[O:13])=[C:6]([C:14]([F:17])([F:16])[F:15])[CH:5]=1)([O-:3])=[O:2].[BH4-].[Na+]. Product: [N+:1]([C:4]1[CH:9]=[CH:8][C:7]([CH2:10][CH2:11][CH2:12][OH:13])=[C:6]([C:14]([F:15])([F:16])[F:17])[CH:5]=1)([O-:3])=[O:2]. The catalyst class is: 5. (2) Reactant: [CH3:1][C:2]1[CH:7]=[CH:6][C:5]([C:8]([CH:10]([CH3:16])[CH2:11][C:12]([F:15])([F:14])[F:13])=[CH2:9])=[CH:4][CH:3]=1.[OH-:17].[Na+].OO.[Cl-].[Na+]. Product: [F:15][C:12]([F:14])([F:13])[CH2:11][CH:10]([CH3:16])[CH:8]([C:5]1[CH:4]=[CH:3][C:2]([CH3:1])=[CH:7][CH:6]=1)[CH2:9][OH:17]. The catalyst class is: 20. (3) Reactant: C([O:8][C:9]1[CH:10]=[C:11]([CH2:15][CH2:16][CH2:17][CH2:18][N:19]2[CH2:23][CH2:22][CH:21]([S:24]([C:27]3[CH:32]=[CH:31][C:30]([OH:33])=[CH:29][CH:28]=3)(=[O:26])=[O:25])[CH2:20]2)[CH:12]=[CH:13][CH:14]=1)C1C=CC=CC=1.[H][H]. Product: [OH:8][C:9]1[CH:10]=[C:11]([CH2:15][CH2:16][CH2:17][CH2:18][N:19]2[CH2:23][CH2:22][CH:21]([S:24]([C:27]3[CH:28]=[CH:29][C:30]([OH:33])=[CH:31][CH:32]=3)(=[O:26])=[O:25])[CH2:20]2)[CH:12]=[CH:13][CH:14]=1. The catalyst class is: 19. (4) Reactant: [O:1]=[C:2]1[C:10]2[C:5](=[CH:6][CH:7]=[CH:8][CH:9]=2)[C:4](=[O:11])[N:3]1[CH2:12][C:13]1[CH:18]=[CH:17][C:16]([S:19](Cl)(=[O:21])=[O:20])=[CH:15][CH:14]=1.[CH2:23]([N:26]([CH2:32][CH2:33][CH3:34])[CH2:27][CH2:28][CH2:29][CH2:30][NH2:31])[CH2:24][CH3:25].C(N(CC)CC)C.O. Product: [O:1]=[C:2]1[C:10]2[C:5](=[CH:6][CH:7]=[CH:8][CH:9]=2)[C:4](=[O:11])[N:3]1[CH2:12][C:13]1[CH:18]=[CH:17][C:16]([S:19]([NH:31][CH2:30][CH2:29][CH2:28][CH2:27][N:26]([CH2:32][CH2:33][CH3:34])[CH2:23][CH2:24][CH3:25])(=[O:21])=[O:20])=[CH:15][CH:14]=1. The catalyst class is: 22. (5) Reactant: C[O:2][C:3](=O)[C:4]1[CH:9]=[C:8]([Br:10])[CH:7]=[CH:6][C:5]=1[NH2:11].[H-].[Al+3].[Li+].[H-].[H-].[H-]. Product: [NH2:11][C:5]1[CH:6]=[CH:7][C:8]([Br:10])=[CH:9][C:4]=1[CH2:3][OH:2]. The catalyst class is: 1. (6) Reactant: [C:1]1([N:7]2[C:11]3[CH:12]=[CH:13][C:14]([C:16]#[N:17])=[CH:15][C:10]=3[N:9]=[CH:8]2)[CH:6]=[CH:5][CH:4]=[CH:3][CH:2]=1.[I:18][CH3:19]. Product: [I-:18].[C:16]([C:14]1[CH:13]=[CH:12][C:11]2[N:7]([C:1]3[CH:6]=[CH:5][CH:4]=[CH:3][CH:2]=3)[CH:8]=[N+:9]([CH3:19])[C:10]=2[CH:15]=1)#[N:17]. The catalyst class is: 11. (7) Reactant: [Br:1][CH2:2][C:3]([OH:5])=[O:4].[OH:6][CH2:7][CH2:8][N:9]1[C:14](=[O:15])[CH2:13][CH2:12][CH:11]([N:16]2[C:24](=[O:25])[C:23]3[C:18](=[CH:19][CH:20]=[CH:21][CH:22]=3)[C:17]2=[O:26])[C:10]1=[O:27].C1CCC(N=C=NC2CCCCC2)CC1. Product: [Br:1][CH2:2][C:3]([OH:5])=[O:4].[OH:6][CH2:7][CH2:8][N:9]1[C:14](=[O:15])[CH2:13][CH2:12][CH:11]([N:16]2[C:17](=[O:26])[C:18]3[C:23](=[CH:22][CH:21]=[CH:20][CH:19]=3)[C:24]2=[O:25])[C:10]1=[O:27]. The catalyst class is: 2. (8) The catalyst class is: 2. Reactant: [F:1][C:2]1[CH:7]=[CH:6][C:5]([CH:8]([CH2:11][CH2:12][O:13][CH:14]2[CH2:19][CH2:18][CH2:17][CH2:16][O:15]2)[CH2:9][NH2:10])=[C:4]([CH3:20])[CH:3]=1.[C:21]([C:23]1[CH:24]=[C:25]([C:33](O)=[O:34])[C:26]2[CH2:27][CH2:28][CH2:29][CH2:30][C:31]=2[CH:32]=1)#[N:22].C1CCC(N=C=NC2CCCCC2)CC1. Product: [C:21]([C:23]1[CH:24]=[C:25]([C:33]([NH:10][CH2:9][CH:8]([C:5]2[CH:6]=[CH:7][C:2]([F:1])=[CH:3][C:4]=2[CH3:20])[CH2:11][CH2:12][O:13][CH:14]2[CH2:19][CH2:18][CH2:17][CH2:16][O:15]2)=[O:34])[C:26]2[CH2:27][CH2:28][CH2:29][CH2:30][C:31]=2[CH:32]=1)#[N:22]. (9) Reactant: FC(F)(F)C([NH:5][CH:6]1[C:14]2[C:9](=[CH:10][C:11]([C:15]3[N:19]=[C:18]([CH2:20][CH2:21][CH2:22][CH2:23][CH2:24][CH2:25][CH3:26])[O:17][N:16]=3)=[CH:12][CH:13]=2)[CH2:8][CH2:7]1)=O.[OH-].[Na+]. Product: [CH2:20]([C:18]1[O:17][N:16]=[C:15]([C:11]2[CH:10]=[C:9]3[C:14](=[CH:13][CH:12]=2)[CH:6]([NH2:5])[CH2:7][CH2:8]3)[N:19]=1)[CH2:21][CH2:22][CH2:23][CH2:24][CH2:25][CH3:26]. The catalyst class is: 5. (10) Reactant: C(=O)([O-])[O-].[K+].[K+].[OH:7][C:8]1[CH:16]=[C:15]2[C:11]([C:12]([C:18]3[N:26]([S:27]([C:30]4[CH:35]=[CH:34][C:33]([CH3:36])=[CH:32][CH:31]=4)(=[O:29])=[O:28])[C:21]4=[N:22][CH:23]=[CH:24][CH:25]=[C:20]4[CH:19]=3)=[CH:13][N:14]2[CH3:17])=[CH:10][C:9]=1[O:37][CH3:38].Br[CH:40]([CH3:42])[CH3:41]. Product: [CH:40]([O:7][C:8]1[CH:16]=[C:15]2[C:11]([C:12]([C:18]3[N:26]([S:27]([C:30]4[CH:35]=[CH:34][C:33]([CH3:36])=[CH:32][CH:31]=4)(=[O:29])=[O:28])[C:21]4=[N:22][CH:23]=[CH:24][CH:25]=[C:20]4[CH:19]=3)=[CH:13][N:14]2[CH3:17])=[CH:10][C:9]=1[O:37][CH3:38])([CH3:42])[CH3:41]. The catalyst class is: 35.